From a dataset of Forward reaction prediction with 1.9M reactions from USPTO patents (1976-2016). Predict the product of the given reaction. (1) Given the reactants C(Cl)(=O)C(Cl)=O.CS(C)=O.[Cl:11][C:12]1[CH:31]=[C:30]([Cl:32])[CH:29]=[CH:28][C:13]=1[CH2:14][N:15]1[C:19]([CH2:20][OH:21])=[CH:18][C:17]([C:22]2[CH:27]=[CH:26][CH:25]=[CH:24][CH:23]=2)=[N:16]1.C(N(CC)CC)C, predict the reaction product. The product is: [Cl:11][C:12]1[CH:31]=[C:30]([Cl:32])[CH:29]=[CH:28][C:13]=1[CH2:14][N:15]1[C:19]([CH:20]=[O:21])=[CH:18][C:17]([C:22]2[CH:27]=[CH:26][CH:25]=[CH:24][CH:23]=2)=[N:16]1. (2) Given the reactants C[O:2][C:3]1[CH:4]=[C:5]([CH:22]=[C:23]([O:25][CH3:26])[CH:24]=1)[O:6][CH2:7][C@H:8]1[C:17]([CH3:18])=[CH:16][CH2:15][C@@H:14]2[C@:9]1([CH3:21])[CH2:10][CH2:11][CH2:12][C:13]2([CH3:20])[CH3:19], predict the reaction product. The product is: [CH3:18][C:17]1[C@H:8]([CH2:7][O:6][C:5]2[CH:4]=[C:3]([OH:2])[CH:24]=[C:23]([O:25][CH3:26])[CH:22]=2)[C@:9]2([CH3:21])[C@@H:14]([CH2:15][CH:16]=1)[C:13]([CH3:19])([CH3:20])[CH2:12][CH2:11][CH2:10]2. (3) Given the reactants [CH2:1]([O:8][C:9]([NH:11][C@H:12]([C:16]([O:18][C:19]1[CH:20]=[C:21]([CH:25]=[CH:26][CH:27]=1)[C:22]([OH:24])=[O:23])=[O:17])[CH:13]([CH3:15])[CH3:14])=[O:10])[C:2]1[CH:7]=[CH:6][CH:5]=[CH:4][CH:3]=1.[OH-].C([N+](CCCC)(CCCC)CCCC)CCC.[Cl:46][CH2:47]I, predict the reaction product. The product is: [CH2:1]([O:8][C:9]([NH:11][C@H:12]([C:16]([O:18][C:19]1[CH:20]=[C:21]([CH:25]=[CH:26][CH:27]=1)[C:22]([O:24][CH2:47][Cl:46])=[O:23])=[O:17])[CH:13]([CH3:15])[CH3:14])=[O:10])[C:2]1[CH:7]=[CH:6][CH:5]=[CH:4][CH:3]=1.